Dataset: Full USPTO retrosynthesis dataset with 1.9M reactions from patents (1976-2016). Task: Predict the reactants needed to synthesize the given product. (1) Given the product [CH3:1][O:2][C:3]1[CH:4]=[C:5]([C:9]([NH2:17])([CH3:14])[CH3:10])[CH:6]=[CH:7][CH:8]=1, predict the reactants needed to synthesize it. The reactants are: [CH3:1][O:2][C:3]1[CH:4]=[C:5]([C:9]([CH3:14])(C)[C:10](O)=O)[CH:6]=[CH:7][CH:8]=1.C([N:17](CC)CC)C.C1C=CC(P(N=[N+]=[N-])(C2C=CC=CC=2)=O)=CC=1. (2) Given the product [CH2:1]([O:3][C:4](=[O:33])[CH:5]=[C:6]([C:26]1[CH:31]=[CH:30][CH:29]=[CH:28][C:27]=1[Cl:32])[C:7]1[N:17]([C:18]2[C:23]([F:24])=[CH:22][CH:21]=[CH:20][C:19]=2[F:25])[C:10]2[N:11]=[C:12]([S:36]([CH3:48])(=[O:38])=[O:35])[N:13]=[CH:14][C:9]=2[CH:8]=1)[CH3:2], predict the reactants needed to synthesize it. The reactants are: [CH2:1]([O:3][C:4](=[O:33])[CH:5]=[C:6]([C:26]1[CH:31]=[CH:30][CH:29]=[CH:28][C:27]=1[Cl:32])[C:7]1[N:17]([C:18]2[C:23]([F:24])=[CH:22][CH:21]=[CH:20][C:19]=2[F:25])[C:10]2[N:11]=[C:12](SC)[N:13]=[CH:14][C:9]=2[CH:8]=1)[CH3:2].O[O:35][S:36]([O-:38])=O.[K+].S([O-])(O[O-])(=O)=O.[K+].[K+].[C:48]([O-])(O)=O.[Na+].